From a dataset of Full USPTO retrosynthesis dataset with 1.9M reactions from patents (1976-2016). Predict the reactants needed to synthesize the given product. (1) Given the product [Br:1][C:2]1[CH:3]=[C:4]([C:8]2([CH2:14][OH:16])[CH2:9][CH2:10][O:11][CH2:12][CH2:13]2)[CH:5]=[CH:6][CH:7]=1, predict the reactants needed to synthesize it. The reactants are: [Br:1][C:2]1[CH:3]=[C:4]([C:8]2([CH:14]([OH:16])C)[CH2:13][CH2:12][O:11][CH2:10][CH2:9]2)[CH:5]=[CH:6][CH:7]=1.C(C(CCCC)COC(=O)CCSC1C=CC=C(C2(C(=O)C)CCOCC2)C=1)C.C(OC(=O)CCSC1C=CC=C(C2(C=NO)CCOCC2)C=1)CCCCCCC.C(C(CCCC)COC(=O)CCSC1C=CC=C(C2(C=NOC)CCOCC2)C=1)C.C(C(CCCC)COC(=O)CCSC1C=CC=C(C2(C=C)CCOCC2)C=1)C. (2) Given the product [C:21]([O:20][C:18]([NH:17][C:15]1([CH2:25][C:26]([O:28][CH2:29][CH3:30])=[O:27])[CH2:14][CH:13]2[NH:8][CH:9]([CH2:10][O:11][CH2:12]2)[CH2:16]1)=[O:19])([CH3:24])([CH3:23])[CH3:22], predict the reactants needed to synthesize it. The reactants are: C([N:8]1[CH:13]2[CH2:14][C:15]([CH2:25][C:26]([O:28][CH2:29][CH3:30])=[O:27])([NH:17][C:18]([O:20][C:21]([CH3:24])([CH3:23])[CH3:22])=[O:19])[CH2:16][CH:9]1[CH2:10][O:11][CH2:12]2)C1C=CC=CC=1. (3) Given the product [CH3:1][O:2][C:3](=[O:29])[C:4]1[CH:5]=[CH:6][C:7]([CH2:10][CH:11]([C:12](=[O:13])[N:39]([C:31]2[O:30][C:35]3=[CH:36][CH:37]=[CH:38][C:34]3=[CH:33][CH:32]=2)[C:40]2[CH:41]=[CH:42][CH:43]=[CH:44][CH:45]=2)[CH2:21][C:22]2[CH:23]=[CH:24][C:25]([Br:28])=[CH:26][CH:27]=2)=[CH:8][CH:9]=1, predict the reactants needed to synthesize it. The reactants are: [CH3:1][O:2][C:3](=[O:29])[C:4]1[CH:9]=[CH:8][C:7]([CH2:10][C:11]2([CH2:21][C:22]3[CH:27]=[CH:26][C:25]([Br:28])=[CH:24][CH:23]=3)C(=O)OC(C)(C)[O:13][C:12]2=O)=[CH:6][CH:5]=1.[O:30]1[C:35]2=[CH:36][CH:37]=[CH:38][C:34]2=[CH:33][CH:32]=[C:31]1[NH:39][C:40]1[CH:45]=[CH:44][CH:43]=[CH:42][CH:41]=1.